This data is from Experimentally validated miRNA-target interactions with 360,000+ pairs, plus equal number of negative samples. The task is: Binary Classification. Given a miRNA mature sequence and a target amino acid sequence, predict their likelihood of interaction. (1) The miRNA is hsa-miR-3150b-5p with sequence CAACCUCGAGGAUCUCCCCAGC. The protein sequence of the target gene is MMRSRSKSPRRPSPTARGANCDVELLKTTTRDREELKCMLEKYERHLAEIQGNVKVLKSERDKIFLLYEQAQEEITRLRREMMKSCKSPKSTTAHAILRRVETERDVAFTDLRRMTTERDSLRERLKIAQETAFNEKAHLEQRIEELECTVHNLDDERMEQMSNMTLMKETISTVEKEMKSLARKAMDTESELGRQKAENNSLRLLYENTEKDLSDTQRHLAKKKYELQLTQEKIMCLDEKIDNFTRQNIAQREEISILGGTLNDLAKEKECLQACLDKKSENIASLGESLAMKEKTISG.... Result: 0 (no interaction). (2) The miRNA is hsa-miR-1301-3p with sequence UUGCAGCUGCCUGGGAGUGACUUC. The protein sequence of the target gene is MESSRGRPGPETDLLAVAEHQALVFGGGPGRTSSEPPAGLRVSGEEETENVGGANRHPRTSPKTSSCGVVHRPEREALENEPGPQGTLSGAGSRRGAPGAEHEPSLSSRHKNPAPPEGKPSSGRDCRRGGPGGGMDVEQQEEEDNDEEAAAGSRAGRSFSSRLQDSRSLDGLSEACGGAGSSGSAESGAGGGRRATISSPLELEGTVSRHGDLTHFVANNLQLKIRLSGAPPPPPSAPARPCPAPAPTPTPAIPPIDPEVLRDLERLSRELGGRVDRLLRGLGGAVQELTALSVGCIQTY.... Result: 0 (no interaction).